From a dataset of Reaction yield outcomes from USPTO patents with 853,638 reactions. Predict the reaction yield, written as a fraction of the theoretical maximum amount of product (1.0 means a 100% yield; for example, 0.34 means a 34% yield). (1) The reactants are F.F.F.C(N(CC)CC)C.[Si]([O:28][CH2:29][C@H:30]1[O:34][C@@H:33]([N:35]2[CH:42]=[C:41]([CH3:43])[C:39](=[O:40])[NH:38][C:36]2=[O:37])[C@H:32]([O:44][CH2:45][CH2:46][O:47][N:48]([CH3:50])[CH3:49])[C@@H:31]1[OH:51])(C(C)(C)C)(C1C=CC=CC=1)C1C=CC=CC=1.CO. The catalyst is C1COCC1.C(Cl)Cl. The product is [CH3:49][N:48]([CH3:50])[O:47][CH2:46][CH2:45][O:44][C@@H:32]1[C@H:31]([OH:51])[C@@H:30]([CH2:29][OH:28])[O:34][C@H:33]1[N:35]1[CH:42]=[C:41]([CH3:43])[C:39](=[O:40])[NH:38][C:36]1=[O:37]. The yield is 0.925. (2) The reactants are [O:1]1[C:5]2[CH:6]=[CH:7][CH:8]=[CH:9][C:4]=2[N:3]=[C:2]1[CH2:10][C:11]#[N:12].[C:13](=S)=[S:14].IC.[H-].[Na+].[CH3:20][S:21]([CH3:23])=O. No catalyst specified. The product is [O:1]1[C:5]2[CH:6]=[CH:7][CH:8]=[CH:9][C:4]=2[N:3]=[C:2]1[C:10](=[C:20]([S:14][CH3:13])[S:21][CH3:23])[C:11]#[N:12]. The yield is 0.570.